From a dataset of Catalyst prediction with 721,799 reactions and 888 catalyst types from USPTO. Predict which catalyst facilitates the given reaction. Reactant: C(NC1CCCCC1)(C)C.C([Li])CCC.[CH3:16][O:17][C:18](=[O:30])[CH2:19][C:20]1[CH:25]=[C:24]([O:26][CH3:27])[CH:23]=[C:22]([O:28][CH3:29])[CH:21]=1.[Cl:31][C:32]1[N:37]=[C:36]([Cl:38])[C:35]([CH2:39]I)=[CH:34][N:33]=1. Product: [CH3:16][O:17][C:18](=[O:30])[CH:19]([C:20]1[CH:25]=[C:24]([O:26][CH3:27])[CH:23]=[C:22]([O:28][CH3:29])[CH:21]=1)[CH2:39][C:35]1[C:36]([Cl:38])=[N:37][C:32]([Cl:31])=[N:33][CH:34]=1. The catalyst class is: 54.